This data is from Cav3 T-type calcium channel HTS with 100,875 compounds. The task is: Binary Classification. Given a drug SMILES string, predict its activity (active/inactive) in a high-throughput screening assay against a specified biological target. (1) The molecule is S(c1n(CC2OCCC2)c(nn1)CNc1c(cc(cc1)C)C)CC(=O)N1CCCCC1. The result is 0 (inactive). (2) The drug is Brc1ccc(NC(=O)CCN(Cc2ccccc2)CCO)cc1. The result is 0 (inactive).